Dataset: Peptide-MHC class II binding affinity with 134,281 pairs from IEDB. Task: Regression. Given a peptide amino acid sequence and an MHC pseudo amino acid sequence, predict their binding affinity value. This is MHC class II binding data. The peptide sequence is IREPTAAAIAYGLDR. The binding affinity (normalized) is 0.864. The MHC is HLA-DQA10102-DQB10602 with pseudo-sequence HLA-DQA10102-DQB10602.